This data is from HIV replication inhibition screening data with 41,000+ compounds from the AIDS Antiviral Screen. The task is: Binary Classification. Given a drug SMILES string, predict its activity (active/inactive) in a high-throughput screening assay against a specified biological target. (1) The molecule is CCOC(=O)C1(O)N=C(c2ccccc2)c2ccccc2-n2cccc21. The result is 0 (inactive). (2) The molecule is CC1(C)NC(c2ccccc2)c2ccsc2-n2cccc21.Cl. The result is 0 (inactive). (3) The compound is CC(=O)c1nc2ccccc2n1CC(=O)c1ccc(Cl)cc1. The result is 0 (inactive).